Dataset: Reaction yield outcomes from USPTO patents with 853,638 reactions. Task: Predict the reaction yield, written as a fraction of the theoretical maximum amount of product (1.0 means a 100% yield; for example, 0.34 means a 34% yield). (1) The reactants are [CH:1]1[C:10]2[C:5](=[CH:6][CH:7]=[CH:8][CH:9]=2)[CH:4]=[CH:3][C:2]=1[N:11]1[CH:16]=[CH:15][CH:14]=[C:13]([C:17]([O:19]C)=[O:18])[C:12]1=[O:21].C1COCC1.CO.[OH-].[Na+]. The catalyst is O. The product is [CH:1]1[C:10]2[C:5](=[CH:6][CH:7]=[CH:8][CH:9]=2)[CH:4]=[CH:3][C:2]=1[N:11]1[CH:16]=[CH:15][CH:14]=[C:13]([C:17]([OH:19])=[O:18])[C:12]1=[O:21]. The yield is 1.00. (2) The reactants are [H-].[Al+3].[Li+].[H-].[H-].[H-].O1CCCC1.[C:12]([C:14]1([CH3:38])[S:18][C:17]([C:19]2[NH:20][C:21]3[C:26]([CH:27]=2)=[CH:25][CH:24]=[CH:23][C:22]=3[N:28]([CH3:37])[S:29]([C:32]2[S:33][CH:34]=[CH:35][CH:36]=2)(=[O:31])=[O:30])=[N:16][CH2:15]1)#[N:13].[OH-].[Na+]. The catalyst is C(O)C. The product is [NH2:13][CH2:12][C:14]1([CH3:38])[S:18][C:17]([C:19]2[NH:20][C:21]3[C:26]([CH:27]=2)=[CH:25][CH:24]=[CH:23][C:22]=3[N:28]([CH3:37])[S:29]([C:32]2[S:33][CH:34]=[CH:35][CH:36]=2)(=[O:31])=[O:30])=[N:16][CH2:15]1. The yield is 0.570. (3) The reactants are Cl[C:2]1[C:7]([N+:8]([O-:10])=[O:9])=[C:6]([Cl:11])[N:5]=[CH:4][N:3]=1.[NH:12]([CH2:20][C:21]1[CH:26]=[CH:25][CH:24]=[CH:23][CH:22]=1)[CH2:13][C:14]1[CH:19]=[CH:18][CH:17]=[CH:16][CH:15]=1. The catalyst is C(Cl)Cl.O. The product is [CH2:20]([N:12]([CH2:13][C:14]1[CH:19]=[CH:18][CH:17]=[CH:16][CH:15]=1)[C:2]1[C:7]([N+:8]([O-:10])=[O:9])=[C:6]([Cl:11])[N:5]=[CH:4][N:3]=1)[C:21]1[CH:26]=[CH:25][CH:24]=[CH:23][CH:22]=1. The yield is 1.00. (4) The reactants are [C:1]([O:5][C:6]([N:8]([CH2:28][O:29][CH2:30][CH2:31][Si:32]([CH3:35])([CH3:34])[CH3:33])[C:9]1[S:10][C@:11]2([C:25]([OH:27])=O)[C@H:13]([C@:14]([C:17]3[CH:22]=[CH:21][CH:20]=[C:19]([F:23])[C:18]=3[F:24])([CH3:16])[N:15]=1)[CH2:12]2)=[O:7])([CH3:4])([CH3:3])[CH3:2].C1N=CN(C(N2C=NC=C2)=O)C=1.[NH:48]1[CH2:52][CH2:51][CH2:50][CH2:49]1. No catalyst specified. The product is [C:1]([O:5][C:6](=[O:7])[N:8]([C:9]1[S:10][C@:11]2([C:25]([N:48]3[CH2:52][CH2:51][CH2:50][CH2:49]3)=[O:27])[C@H:13]([C@:14]([C:17]3[CH:22]=[CH:21][CH:20]=[C:19]([F:23])[C:18]=3[F:24])([CH3:16])[N:15]=1)[CH2:12]2)[CH2:28][O:29][CH2:30][CH2:31][Si:32]([CH3:34])([CH3:33])[CH3:35])([CH3:3])([CH3:4])[CH3:2]. The yield is 1.00. (5) The reactants are [CH2:1]([O:3][C:4]([C:6]1[C:15]2[C:14]3=[N:16][N:17]([CH2:19][CH2:20]OS(C)(=O)=O)[CH:18]=[C:13]3[CH2:12][CH2:11][CH2:10][C:9]=2[NH:8][CH:7]=1)=[O:5])[CH3:2].[CH2:26]([NH:28][CH2:29][CH3:30])[CH3:27].C([O-])([O-])=O.[K+].[K+]. The catalyst is CC#N. The product is [CH2:1]([O:3][C:4]([C:6]1[C:15]2[C:14]3=[N:16][N:17]([CH2:19][CH2:20][N:28]([CH2:29][CH3:30])[CH2:26][CH3:27])[CH:18]=[C:13]3[CH2:12][CH2:11][CH2:10][C:9]=2[NH:8][CH:7]=1)=[O:5])[CH3:2]. The yield is 0.720. (6) The reactants are [C:1]([O:5][C:6]([N:8]1[CH2:13][CH2:12][CH:11]([OH:14])[CH2:10][CH2:9]1)=[O:7])([CH3:4])([CH3:3])[CH3:2].[H-].[Na+].Cl[C:18]1[C:22]2[CH:23]=[CH:24][CH:25]=[CH:26][C:21]=2[O:20][N:19]=1. The catalyst is CN(C=O)C. The product is [C:1]([O:5][C:6]([N:8]1[CH2:13][CH2:12][CH:11]([O:14][C:18]2[C:22]3[CH:23]=[CH:24][CH:25]=[CH:26][C:21]=3[O:20][N:19]=2)[CH2:10][CH2:9]1)=[O:7])([CH3:4])([CH3:2])[CH3:3]. The yield is 0.850. (7) The reactants are [CH:1]([C:3]1[S:7][C:6]([NH2:8])=[N:5][CH:4]=1)=[O:2].[C:9]([O:13][C:14]([N:16]1[CH2:21][CH2:20][CH:19]([NH:22][CH:23]2[CH2:28][CH2:27][CH:26]([CH3:29])[CH2:25][CH2:24]2)[CH2:18][CH2:17]1)=[O:15])([CH3:12])([CH3:11])[CH3:10].C1N=CN([C:35](N2C=NC=C2)=[O:36])C=1. The catalyst is CN(C1C=CN=CC=1)C.C1COCC1. The product is [C:9]([O:13][C:14]([N:16]1[CH2:21][CH2:20][CH:19]([N:22]([CH:23]2[CH2:28][CH2:27][CH:26]([CH3:29])[CH2:25][CH2:24]2)[C:35]([NH:8][C:6]2[S:7][C:3]([CH:1]=[O:2])=[CH:4][N:5]=2)=[O:36])[CH2:18][CH2:17]1)=[O:15])([CH3:12])([CH3:10])[CH3:11]. The yield is 0.270.